From a dataset of Catalyst prediction with 721,799 reactions and 888 catalyst types from USPTO. Predict which catalyst facilitates the given reaction. (1) Reactant: [NH2:1][C:2]1[C:3]([C:16]([NH:18][NH:19][C:20](=[O:35])[C:21]([O:27][CH2:28][C:29]2[CH:34]=[CH:33][CH:32]=[CH:31][CH:30]=2)([CH3:26])[C:22]([F:25])([F:24])[F:23])=O)=[N:4][C:5]([C:12]([F:15])([F:14])[F:13])=[C:6]([C:8]([F:11])([F:10])[F:9])[N:7]=1.C(N(CC)CC)C.S(Cl)(C1C=CC(C)=CC=1)(=O)=O. Product: [CH2:28]([O:27][C:21]([C:20]1[O:35][C:16]([C:3]2[C:2]([NH2:1])=[N:7][C:6]([C:8]([F:9])([F:10])[F:11])=[C:5]([C:12]([F:13])([F:14])[F:15])[N:4]=2)=[N:18][N:19]=1)([CH3:26])[C:22]([F:25])([F:24])[F:23])[C:29]1[CH:34]=[CH:33][CH:32]=[CH:31][CH:30]=1. The catalyst class is: 2. (2) Reactant: [C:1]1([N:7]=[C:8]=[O:9])[CH:6]=[CH:5][CH:4]=[CH:3][CH:2]=1.[NH2:10][C:11]1[N:15]([C:16]2[CH:17]=[C:18]([CH:33]=[CH:34][CH:35]=2)[CH2:19][NH:20][C:21](=[O:32])[C@@H:22]([NH:24][C:25](=[O:31])[O:26][C:27]([CH3:30])([CH3:29])[CH3:28])[CH3:23])[N:14]=[C:13]([C:36]([F:39])([F:38])[F:37])[CH:12]=1.C(N(CC)CC)C. Product: [C:1]1([NH:7][C:8](=[O:9])[NH:10][C:11]2[N:15]([C:16]3[CH:17]=[C:18]([CH:33]=[CH:34][CH:35]=3)[CH2:19][NH:20][C:21](=[O:32])[C@@H:22]([NH:24][C:25](=[O:31])[O:26][C:27]([CH3:30])([CH3:29])[CH3:28])[CH3:23])[N:14]=[C:13]([C:36]([F:38])([F:39])[F:37])[CH:12]=2)[CH:6]=[CH:5][CH:4]=[CH:3][CH:2]=1. The catalyst class is: 46. (3) Reactant: [Si]([O:8][C:9]1[CH:14]=[CH:13][C:12]([S:15][CH2:16][C:17]2[S:21][C:20]([C:22]3[CH:27]=[CH:26][C:25]([C:28]([F:31])([F:30])[F:29])=[CH:24][C:23]=3[F:32])=[N:19][C:18]=2[CH3:33])=[CH:11][C:10]=1[CH3:34])(C(C)(C)C)(C)C.[OH-].[Na+].CCCCCCC.Cl. Product: [F:32][C:23]1[CH:24]=[C:25]([C:28]([F:29])([F:30])[F:31])[CH:26]=[CH:27][C:22]=1[C:20]1[S:21][C:17]([CH2:16][S:15][C:12]2[CH:13]=[CH:14][C:9]([OH:8])=[C:10]([CH3:34])[CH:11]=2)=[C:18]([CH3:33])[N:19]=1. The catalyst class is: 40. (4) Reactant: [Cl:1][C:2]1[C:3]([C:25]2[CH:39]=[CH:38][C:28]([O:29][CH2:30][C:31]([O:33]C(C)(C)C)=[O:32])=[CH:27][CH:26]=2)=[C:4]2[C:18]3[CH2:19][CH2:20][S:21](=[O:24])(=[O:23])[CH2:22][C:17]=3[S:16][C:5]2=[N:6][C:7]=1[CH2:8][N:9]1[C:13](=[O:14])[CH2:12][CH2:11][C:10]1=[O:15].Cl.O1CCOCC1. Product: [Cl:1][C:2]1[C:3]([C:25]2[CH:39]=[CH:38][C:28]([O:29][CH2:30][C:31]([OH:33])=[O:32])=[CH:27][CH:26]=2)=[C:4]2[C:18]3[CH2:19][CH2:20][S:21](=[O:24])(=[O:23])[CH2:22][C:17]=3[S:16][C:5]2=[N:6][C:7]=1[CH2:8][N:9]1[C:10](=[O:15])[CH2:11][CH2:12][C:13]1=[O:14]. The catalyst class is: 6. (5) Reactant: [C:1]1([S:7]([C:10]2[CH:19]=[C:18]3[C:13]([CH:14](O)[CH2:15][CH2:16][O:17]3)=[CH:12][CH:11]=2)(=[O:9])=[O:8])[CH:6]=[CH:5][CH:4]=[CH:3][CH:2]=1.S(Cl)([Cl:23])=O. Product: [C:1]1([S:7]([C:10]2[CH:19]=[C:18]3[C:13]([CH:14]([Cl:23])[CH2:15][CH2:16][O:17]3)=[CH:12][CH:11]=2)(=[O:9])=[O:8])[CH:6]=[CH:5][CH:4]=[CH:3][CH:2]=1. The catalyst class is: 11. (6) Reactant: C(OC([NH:8][C:9]1[S:10][C:11]2[CH:17]=[C:16]([O:18][S:19]([C:22]3[S:23][CH:24]=[CH:25][CH:26]=3)(=[O:21])=[O:20])[CH:15]=[CH:14][C:12]=2[N:13]=1)=O)(C)(C)C.FC(F)(F)C(O)=O. Product: [NH2:8][C:9]1[S:10][C:11]2[CH:17]=[C:16]([O:18][S:19]([C:22]3[S:23][CH:24]=[CH:25][CH:26]=3)(=[O:21])=[O:20])[CH:15]=[CH:14][C:12]=2[N:13]=1. The catalyst class is: 46. (7) Reactant: [Br:1][C:2]1[CH:3]=[C:4]([Cl:14])[C:5]([Cl:13])=[C:6]([CH:12]=1)[CH2:7][NH:8][CH:9]1[CH2:11][CH2:10]1.C[Si](C)(C)[N-][Si](C)(C)C.[K+].[C:25](O[C:25]([O:27][C:28]([CH3:31])([CH3:30])[CH3:29])=[O:26])([O:27][C:28]([CH3:31])([CH3:30])[CH3:29])=[O:26]. Product: [Br:1][C:2]1[CH:3]=[C:4]([Cl:14])[C:5]([Cl:13])=[C:6]([CH:12]=1)[CH2:7][N:8]([CH:9]1[CH2:10][CH2:11]1)[C:25](=[O:26])[O:27][C:28]([CH3:31])([CH3:30])[CH3:29]. The catalyst class is: 1. (8) Reactant: [H-].[Na+].[Cl:3][C:4]1[CH:8]=[C:7]([C:9]2[CH:14]=[CH:13][C:12]([OH:15])=[CH:11][CH:10]=2)[N:6]([C:16]2[CH:21]=[CH:20][C:19]([O:22][CH3:23])=[CH:18][CH:17]=2)[N:5]=1.[Si]([O:31][CH2:32][CH2:33]Br)(C(C)(C)C)(C)C. Product: [Cl:3][C:4]1[CH:8]=[C:7]([C:9]2[CH:14]=[CH:13][C:12]([O:15][CH2:33][CH2:32][OH:31])=[CH:11][CH:10]=2)[N:6]([C:16]2[CH:21]=[CH:20][C:19]([O:22][CH3:23])=[CH:18][CH:17]=2)[N:5]=1. The catalyst class is: 9. (9) Reactant: C(N(CC)CC)C.[F:8][C:9]1[CH:17]=[C:16]([F:18])[CH:15]=[CH:14][C:10]=1[C:11](Cl)=[O:12].Cl.Cl.[NH2:21][C:22]1[CH:54]=[CH:53][C:25]([O:26][C:27]2[CH:28]=[CH:29][C:30]3[N:34]=[C:33]([CH2:35][O:36][C:37]4[CH:50]=[CH:49][C:40]([CH2:41][CH:42]5[S:46][C:45](=[O:47])[NH:44][C:43]5=[O:48])=[CH:39][CH:38]=4)[N:32]([CH3:51])[C:31]=3[CH:52]=2)=[CH:24][CH:23]=1. Product: [F:8][C:9]1[CH:17]=[C:16]([F:18])[CH:15]=[CH:14][C:10]=1[C:11]([NH:21][C:22]1[CH:23]=[CH:24][C:25]([O:26][C:27]2[CH:28]=[CH:29][C:30]3[N:34]=[C:33]([CH2:35][O:36][C:37]4[CH:38]=[CH:39][C:40]([CH2:41][CH:42]5[S:46][C:45](=[O:47])[NH:44][C:43]5=[O:48])=[CH:49][CH:50]=4)[N:32]([CH3:51])[C:31]=3[CH:52]=2)=[CH:53][CH:54]=1)=[O:12]. The catalyst class is: 9. (10) Reactant: [NH2:1][C:2]1[CH:36]=[CH:35][CH:34]=[CH:33][C:3]=1[CH2:4][C:5]1[CH:10]=[CH:9][C:8]([N:11]2[S:15](=[O:17])(=[O:16])[N:14]([CH2:18][CH2:19][Si:20]([CH3:23])([CH3:22])[CH3:21])[C:13](=[O:24])[CH2:12]2)=[C:7]([O:25][CH2:26][C:27]2[CH:32]=[CH:31][CH:30]=[CH:29][CH:28]=2)[CH:6]=1.[C:37]1([CH2:43][S:44](Cl)(=[O:46])=[O:45])[CH:42]=[CH:41][CH:40]=[CH:39][CH:38]=1.Cl. Product: [CH2:26]([O:25][C:7]1[CH:6]=[C:5]([CH:10]=[CH:9][C:8]=1[N:11]1[CH2:12][C:13](=[O:24])[N:14]([CH2:18][CH2:19][Si:20]([CH3:21])([CH3:22])[CH3:23])[S:15]1(=[O:16])=[O:17])[CH2:4][C:3]1[CH:33]=[CH:34][CH:35]=[CH:36][C:2]=1[NH:1][S:44]([CH2:43][C:37]1[CH:42]=[CH:41][CH:40]=[CH:39][CH:38]=1)(=[O:46])=[O:45])[C:27]1[CH:32]=[CH:31][CH:30]=[CH:29][CH:28]=1. The catalyst class is: 436.